This data is from Forward reaction prediction with 1.9M reactions from USPTO patents (1976-2016). The task is: Predict the product of the given reaction. Given the reactants [NH2:1][C:2]1[CH:3]=[CH:4][C:5]([Cl:11])=[C:6]([CH:10]=1)[C:7]([OH:9])=[O:8].[C:12]([C:14]1[CH:22]=[CH:21][C:17]([C:18](Cl)=[O:19])=[CH:16][CH:15]=1)#[N:13], predict the reaction product. The product is: [Cl:11][C:5]1[CH:4]=[CH:3][C:2]([NH:1][C:18](=[O:19])[C:17]2[CH:21]=[CH:22][C:14]([C:12]#[N:13])=[CH:15][CH:16]=2)=[CH:10][C:6]=1[C:7]([OH:9])=[O:8].